Dataset: Catalyst prediction with 721,799 reactions and 888 catalyst types from USPTO. Task: Predict which catalyst facilitates the given reaction. Reactant: Cl[CH2:2][C:3]1[CH:8]=[CH:7][C:6]([C@H:9]([C:27]2[CH:32]=[CH:31][C:30]([Cl:33])=[CH:29][CH:28]=2)[N:10]2[CH2:13][C:12](=[C:14]([C:19]3[CH:24]=[C:23]([F:25])[CH:22]=[C:21]([F:26])[CH:20]=3)[S:15]([CH3:18])(=[O:17])=[O:16])[CH2:11]2)=[CH:5][CH:4]=1.[CH3:34][N:35]1[CH2:40][CH2:39][NH:38][CH2:37][CH2:36]1. Product: [Cl:33][C:30]1[CH:31]=[CH:32][C:27]([C@@H:9]([C:6]2[CH:7]=[CH:8][C:3]([CH2:2][N:38]3[CH2:39][CH2:40][N:35]([CH3:34])[CH2:36][CH2:37]3)=[CH:4][CH:5]=2)[N:10]2[CH2:13][C:12](=[C:14]([C:19]3[CH:20]=[C:21]([F:26])[CH:22]=[C:23]([F:25])[CH:24]=3)[S:15]([CH3:18])(=[O:17])=[O:16])[CH2:11]2)=[CH:28][CH:29]=1. The catalyst class is: 4.